From a dataset of Full USPTO retrosynthesis dataset with 1.9M reactions from patents (1976-2016). Predict the reactants needed to synthesize the given product. (1) Given the product [CH2:15]([C:10]1[C:11](=[O:12])[NH:1][C:2]([C:3]#[N:4])=[C:5]([C:6]#[N:7])[N:8]=1)[CH3:16], predict the reactants needed to synthesize it. The reactants are: [NH2:1]/[C:2](=[C:5](\[NH2:8])/[C:6]#[N:7])/[C:3]#[N:4].O=[C:10]([CH2:15][CH3:16])[C:11](OC)=[O:12]. (2) Given the product [Cl:1][C:2]1[CH:3]=[C:4]([NH:9][C:10]2[C:19]3[C:14](=[CH:15][C:16]([O:22][CH2:24][C:25]([O:27][CH3:28])=[O:26])=[C:17]([O:20][CH3:21])[CH:18]=3)[N:13]=[CH:12][N:11]=2)[CH:5]=[CH:6][C:7]=1[Cl:8], predict the reactants needed to synthesize it. The reactants are: [Cl:1][C:2]1[CH:3]=[C:4]([NH:9][C:10]2[C:19]3[C:14](=[CH:15][C:16]([OH:22])=[C:17]([O:20][CH3:21])[CH:18]=3)[N:13]=[CH:12][N:11]=2)[CH:5]=[CH:6][C:7]=1[Cl:8].Br[CH2:24][C:25]([O:27][CH3:28])=[O:26].C(=O)([O-])[O-].[K+].[K+]. (3) Given the product [C:1]([N:20]1[CH:24]=[C:23]([C:25]2[CH:29]=[C:28]([C:30]([OH:32])=[O:31])[NH:27][N:26]=2)[N:22]=[CH:21]1)([C:14]1[CH:19]=[CH:18][CH:17]=[CH:16][CH:15]=1)([C:8]1[CH:9]=[CH:10][CH:11]=[CH:12][CH:13]=1)[C:2]1[CH:7]=[CH:6][CH:5]=[CH:4][CH:3]=1, predict the reactants needed to synthesize it. The reactants are: [C:1]([N:20]1[CH:24]=[C:23]([C:25]2[CH:29]=[C:28]([C:30]([O:32]CC)=[O:31])[NH:27][N:26]=2)[N:22]=[CH:21]1)([C:14]1[CH:19]=[CH:18][CH:17]=[CH:16][CH:15]=1)([C:8]1[CH:13]=[CH:12][CH:11]=[CH:10][CH:9]=1)[C:2]1[CH:7]=[CH:6][CH:5]=[CH:4][CH:3]=1.[OH-].[Na+]. (4) Given the product [CH3:23][O:22][C:3]1([O:2][CH3:1])[CH2:20][CH2:19][C:18]2[C@@H:17]3[C@H:8]([C@H:9]4[C@@:13]([CH2:15][CH2:16]3)([CH3:14])[C:12]([O:21][Si:33]([CH3:36])([CH3:35])[CH3:32])=[CH:11][CH2:10]4)[CH2:7][CH2:6][C:5]=2[CH2:4]1, predict the reactants needed to synthesize it. The reactants are: [CH3:1][O:2][C:3]1([O:22][CH3:23])[CH2:20][CH2:19][C:18]2[C@@H:17]3[C@H:8]([C@H:9]4[C@@:13]([CH2:15][CH2:16]3)([CH3:14])[C:12](=[O:21])[CH2:11][CH2:10]4)[CH2:7][CH2:6][C:5]=2[CH2:4]1.C([N-]C(C)C)(C)C.[Li+].[CH3:32][Si:33]([CH3:36])([CH3:35])Cl.C(=O)(O)[O-].[Na+]. (5) Given the product [OH:3]/[N:2]=[CH:6]\[C:8]1[O:9][C:10]2[CH:16]=[C:15]([C:17]([O:19][CH3:20])=[O:18])[CH:14]=[CH:13][C:11]=2[CH:12]=1, predict the reactants needed to synthesize it. The reactants are: Cl.[NH2:2][OH:3].[OH-].[Na+].[CH:6]([C:8]1[O:9][C:10]2[CH:16]=[C:15]([C:17]([O:19][CH3:20])=[O:18])[CH:14]=[CH:13][C:11]=2[CH:12]=1)=O.